This data is from Full USPTO retrosynthesis dataset with 1.9M reactions from patents (1976-2016). The task is: Predict the reactants needed to synthesize the given product. (1) Given the product [Cl:10][C:8]1[N:7]=[C:6]([NH2:11])[CH:5]=[C:4]([F:1])[CH:9]=1, predict the reactants needed to synthesize it. The reactants are: [F-:1].[Cs+].Cl[C:4]1[CH:9]=[C:8]([Cl:10])[N:7]=[C:6]([NH2:11])[CH:5]=1.CS(C)=O. (2) Given the product [C:1]([O:5][C:6]([N:8]1[CH2:13][CH2:12][CH:11]([C:14]2[C:17]3[CH:22]=[CH:21][CH:20]=[C:19]([O:23][CH3:24])[C:18]=3[O:16][N:15]=2)[CH2:10][CH2:9]1)=[O:7])([CH3:4])([CH3:3])[CH3:2], predict the reactants needed to synthesize it. The reactants are: [C:1]([O:5][C:6]([N:8]1[CH2:13][CH2:12][CH:11]([C:14]([C:17]2[CH:22]=[CH:21][CH:20]=[C:19]([O:23][CH3:24])[C:18]=2F)=[N:15][OH:16])[CH2:10][CH2:9]1)=[O:7])([CH3:4])([CH3:3])[CH3:2].CC(C)([O-])C.[K+]. (3) Given the product [CH2:1]([O:3][C:4](=[O:31])[CH2:5][S:6][C:7]1[N:8]([CH3:33])[C:9]2[C:14]([N:15]=1)=[CH:13][N:12]=[C:11]([N:16]1[CH2:17][CH2:18][CH:19]([O:22][C:23]3[CH:28]=[C:27]([F:29])[CH:26]=[CH:25][C:24]=3[Br:30])[CH2:20][CH2:21]1)[N:10]=2)[CH3:2], predict the reactants needed to synthesize it. The reactants are: [CH2:1]([O:3][C:4](=[O:31])[CH2:5][S:6][C:7]1[NH:8][C:9]2[C:14]([N:15]=1)=[CH:13][N:12]=[C:11]([N:16]1[CH2:21][CH2:20][CH:19]([O:22][C:23]3[CH:28]=[C:27]([F:29])[CH:26]=[CH:25][C:24]=3[Br:30])[CH2:18][CH2:17]1)[N:10]=2)[CH3:2].I[CH3:33]. (4) Given the product [C:33]([O:36][CH2:37][O:13][C:12](=[O:14])[C:11]1[CH:15]=[CH:16][CH:17]=[C:9]([CH2:8][CH:7]([NH:6][C:1](=[O:5])[CH2:2][CH2:3][CH3:4])[B:20]2[O:28][CH:27]3[C:22]([CH3:32])([CH:23]4[CH2:29][CH:25]([CH2:26]3)[C:24]4([CH3:31])[CH3:30])[O:21]2)[C:10]=1[O:18][CH3:19])(=[O:35])[CH3:34], predict the reactants needed to synthesize it. The reactants are: [C:1]([NH:6][CH:7]([B:20]1[O:28][CH:27]2[C:22]([CH3:32])([CH:23]3[CH2:29][CH:25]([CH2:26]2)[C:24]3([CH3:31])[CH3:30])[O:21]1)[CH2:8][C:9]1[C:10]([O:18][CH3:19])=[C:11]([CH:15]=[CH:16][CH:17]=1)[C:12]([OH:14])=[O:13])(=[O:5])[CH2:2][CH2:3][CH3:4].[C:33]([O:36][CH2:37]Br)(=[O:35])[CH3:34].